This data is from Reaction yield outcomes from USPTO patents with 853,638 reactions. The task is: Predict the reaction yield, written as a fraction of the theoretical maximum amount of product (1.0 means a 100% yield; for example, 0.34 means a 34% yield). (1) The reactants are [N:1]#[C:2][NH2:3].[CH3:4][O-].[Na+].[CH:7]1([C:10]2[CH:17]=[C:16]([N:18]=[C:19]=[S:20])[CH:15]=[CH:14][C:11]=2[C:12]#[N:13])[CH2:9][CH2:8]1.CI. The catalyst is CO. The product is [C:2](/[N:3]=[C:19](\[S:20][CH3:4])/[NH:18][C:16]1[CH:15]=[CH:14][C:11]([C:12]#[N:13])=[C:10]([CH:7]2[CH2:8][CH2:9]2)[CH:17]=1)#[N:1]. The yield is 0.470. (2) The reactants are [CH:1]([N:4]1[C:8]([C:9]2[N:18]=[C:17]3[N:11]([CH2:12][CH2:13][O:14][C:15]4[CH:22]=[C:21](OS(C(F)(F)F)(=O)=O)[N:20]=[CH:19][C:16]=43)[CH:10]=2)=[N:7][C:6]([CH3:31])=[N:5]1)([CH3:3])[CH3:2].[NH2:32][CH2:33][C:34]([NH2:36])=[O:35].CN1C(=O)CCC1. The catalyst is O. The product is [CH:1]([N:4]1[C:8]([C:9]2[N:18]=[C:17]3[C:16]4[CH:19]=[N:20][C:21]([NH:32][CH2:33][C:34]([NH2:36])=[O:35])=[CH:22][C:15]=4[O:14][CH2:13][CH2:12][N:11]3[CH:10]=2)=[N:7][C:6]([CH3:31])=[N:5]1)([CH3:2])[CH3:3]. The yield is 0.170. (3) The reactants are [Cl:1][C:2]1[N:6]2[CH:7]=[C:8]([F:11])[CH:9]=[CH:10][C:5]2=[N:4][C:3]=1[CH2:12][C@@H:13]1[CH2:18][CH2:17][CH2:16][CH2:15][N:14]1C(OC(C)(C)C)=O.C(O)(C(F)(F)F)=O. The catalyst is C(Cl)Cl. The product is [Cl:1][C:2]1[N:6]2[CH:7]=[C:8]([F:11])[CH:9]=[CH:10][C:5]2=[N:4][C:3]=1[CH2:12][C@@H:13]1[CH2:18][CH2:17][CH2:16][CH2:15][NH:14]1. The yield is 0.980.